From a dataset of Reaction yield outcomes from USPTO patents with 853,638 reactions. Predict the reaction yield, written as a fraction of the theoretical maximum amount of product (1.0 means a 100% yield; for example, 0.34 means a 34% yield). (1) The reactants are [C:1]([C:5]1[C:6]2[CH:12]([C:13]3[CH:18]=[CH:17][CH:16]=[CH:15][C:14]=3[O:19][CH3:20])[N:11]([C:21]3[CH:26]=[CH:25][C:24]([C:27]4[O:31][N:30]=[C:29]([C:32]([O:34]CC)=[O:33])[CH:28]=4)=[CH:23][CH:22]=3)[C:10](=[O:37])[C:7]=2[NH:8][N:9]=1)([CH3:4])([CH3:3])[CH3:2].CO.[OH-].[Na+].Cl. The catalyst is O.C1COCC1. The product is [C:1]([C:5]1[C:6]2[CH:12]([C:13]3[CH:18]=[CH:17][CH:16]=[CH:15][C:14]=3[O:19][CH3:20])[N:11]([C:21]3[CH:26]=[CH:25][C:24]([C:27]4[O:31][N:30]=[C:29]([C:32]([OH:34])=[O:33])[CH:28]=4)=[CH:23][CH:22]=3)[C:10](=[O:37])[C:7]=2[NH:8][N:9]=1)([CH3:4])([CH3:2])[CH3:3]. The yield is 0.710. (2) The yield is 0.540. The reactants are Br[C:2]1[CH:3]=[C:4]([O:8][CH3:9])[CH:5]=[CH:6][CH:7]=1.[C:10]1([CH:20]=[O:21])[C:19]2[C:14](=[CH:15][CH:16]=[CH:17][CH:18]=2)[CH:13]=[CH:12][CH:11]=1. The product is [CH3:9][O:8][C:4]1[CH:3]=[C:2]([CH:7]=[CH:6][CH:5]=1)[CH:20]([OH:21])[C:10]1[C:19]2[C:14](=[CH:15][CH:16]=[CH:17][CH:18]=2)[CH:13]=[CH:12][CH:11]=1. The catalyst is C1COCC1. (3) The reactants are [F:1][C:2]1[CH:7]=[CH:6][C:5]([C:8]2[N:9]=[C:10]3[C:15]([CH3:16])=[N:14][CH:13]=[CH:12][N:11]3[CH:17]=2)=[CH:4][CH:3]=1.I[C:19]1[CH:24]=[CH:23][N:22]=[C:21]([S:25][CH3:26])[N:20]=1.C([O-])([O-])=O.[Cs+].[Cs+].C1C=CC(P(C2C=CC=CC=2)C2C=CC=CC=2)=CC=1. The catalyst is O.CC([O-])=O.CC([O-])=O.[Pd+2].CN(C=O)C. The product is [F:1][C:2]1[CH:3]=[CH:4][C:5]([C:8]2[N:9]=[C:10]3[C:15]([CH3:16])=[N:14][CH:13]=[CH:12][N:11]3[C:17]=2[C:19]2[CH:24]=[CH:23][N:22]=[C:21]([S:25][CH3:26])[N:20]=2)=[CH:6][CH:7]=1. The yield is 0.580.